This data is from Full USPTO retrosynthesis dataset with 1.9M reactions from patents (1976-2016). The task is: Predict the reactants needed to synthesize the given product. Given the product [CH3:1][C:2]1[S:6][C:5]([C:7]2[CH:12]=[N:11][CH:10]=[CH:9][N:8]=2)=[N:4][C:3]=1[O:13][S:23]([C:26]([F:29])([F:28])[F:27])(=[O:25])=[O:24], predict the reactants needed to synthesize it. The reactants are: [CH3:1][C:2]1[S:6][C:5]([C:7]2[CH:12]=[N:11][CH:10]=[CH:9][N:8]=2)=[N:4][C:3]=1[OH:13].[H-].[Na+].C1C=CC(N([S:23]([C:26]([F:29])([F:28])[F:27])(=[O:25])=[O:24])[S:23]([C:26]([F:29])([F:28])[F:27])(=[O:25])=[O:24])=CC=1.O.